Dataset: NCI-60 drug combinations with 297,098 pairs across 59 cell lines. Task: Regression. Given two drug SMILES strings and cell line genomic features, predict the synergy score measuring deviation from expected non-interaction effect. (1) Drug 1: CN1C2=C(C=C(C=C2)N(CCCl)CCCl)N=C1CCCC(=O)O.Cl. Cell line: CCRF-CEM. Drug 2: CC12CCC3C(C1CCC2OP(=O)(O)O)CCC4=C3C=CC(=C4)OC(=O)N(CCCl)CCCl.[Na+]. Synergy scores: CSS=11.0, Synergy_ZIP=-8.81, Synergy_Bliss=-11.4, Synergy_Loewe=-11.3, Synergy_HSA=-7.57. (2) Drug 1: C1=CC(=CC=C1CCCC(=O)O)N(CCCl)CCCl. Drug 2: C(=O)(N)NO. Cell line: HCC-2998. Synergy scores: CSS=13.7, Synergy_ZIP=-10.1, Synergy_Bliss=-8.42, Synergy_Loewe=-6.61, Synergy_HSA=-2.73. (3) Cell line: 786-0. Synergy scores: CSS=32.7, Synergy_ZIP=-4.28, Synergy_Bliss=-0.787, Synergy_Loewe=1.36, Synergy_HSA=1.71. Drug 2: CC1=C(C(=CC=C1)Cl)NC(=O)C2=CN=C(S2)NC3=CC(=NC(=N3)C)N4CCN(CC4)CCO. Drug 1: C1=NC2=C(N1)C(=S)N=C(N2)N.